Dataset: Acute oral toxicity (LD50) regression data from Zhu et al.. Task: Regression/Classification. Given a drug SMILES string, predict its toxicity properties. Task type varies by dataset: regression for continuous values (e.g., LD50, hERG inhibition percentage) or binary classification for toxic/non-toxic outcomes (e.g., AMES mutagenicity, cardiotoxicity, hepatotoxicity). Dataset: ld50_zhu. (1) The molecule is O=C(OCC(O)CO)c1ccccc1Nc1ccnc2c(C(F)(F)F)cccc12. The rat oral LD50 is 2.88, given as -log10 of the dose in mol/kg body weight (higher means more acutely toxic). (2) The compound is Cc1n[nH]c(=O)c2noc(C)c12. The rat oral LD50 is 2.22, given as -log10 of the dose in mol/kg body weight (higher means more acutely toxic). (3) The drug is C=CC(=O)NC(C)(C)CS(=O)(=O)O. The rat oral LD50 is 1.58, given as -log10 of the dose in mol/kg body weight (higher means more acutely toxic).